This data is from Forward reaction prediction with 1.9M reactions from USPTO patents (1976-2016). The task is: Predict the product of the given reaction. (1) Given the reactants [CH3:1][O:2][C:3]([C:5]1[CH:6]=[C:7](I)[CH:8]=[C:9]2[C:14]=1[O:13][CH2:12][CH:11]=[CH:10]2)=[O:4].[CH3:16][O:17][C:18]1[CH:19]=[C:20](B(O)O)[CH:21]=[C:22]([O:26][CH3:27])[C:23]=1[O:24][CH3:25], predict the reaction product. The product is: [CH3:1][O:2][C:3]([C:5]1[CH:6]=[C:7]([C:20]2[CH:21]=[C:22]([O:26][CH3:27])[C:23]([O:24][CH3:25])=[C:18]([O:17][CH3:16])[CH:19]=2)[CH:8]=[C:9]2[C:14]=1[O:13][CH2:12][CH:11]=[CH:10]2)=[O:4]. (2) Given the reactants [CH2:1]([O:3][C:4](=[O:8])[CH:5](Br)[CH3:6])[CH3:2].[CH2:9]([NH2:16])[C:10]1[CH:15]=[CH:14][CH:13]=[CH:12][CH:11]=1.C(=O)([O-])[O-].[K+].[K+], predict the reaction product. The product is: [CH2:1]([O:3][C:4](=[O:8])[CH:5]([NH:16][CH2:9][C:10]1[CH:15]=[CH:14][CH:13]=[CH:12][CH:11]=1)[CH3:6])[CH3:2]. (3) Given the reactants [F:1][C:2]1[CH:3]=[C:4]([CH:8]2[NH:13][C:12](=O)[CH2:11][O:10][CH2:9]2)[CH:5]=[CH:6][CH:7]=1.[H-].[Al+3].[Li+].[H-].[H-].[H-], predict the reaction product. The product is: [F:1][C:2]1[CH:3]=[C:4]([CH:8]2[CH2:9][O:10][CH2:11][CH2:12][NH:13]2)[CH:5]=[CH:6][CH:7]=1. (4) Given the reactants [Cl:1][C:2]1[CH:7]=[CH:6][C:5]([NH:8][C:9](=[O:37])[NH:10][CH:11]([C:33]([CH3:36])([CH3:35])[CH3:34])[C:12]([N:14]2[CH2:19][CH2:18][CH:17]([CH2:20][N:21]3[CH:25]=[CH:24][S:23]/[C:22]/3=[N:26]\C(=O)OCC=C)[CH2:16][CH2:15]2)=[O:13])=[CH:4][CH:3]=1.CC1(C)OC(=O)CC(=O)O1, predict the reaction product. The product is: [Cl:1][C:2]1[CH:7]=[CH:6][C:5]([NH:8][C:9]([NH:10][C@@H:11]([C:12]([N:14]2[CH2:19][CH2:18][CH:17]([CH2:20][N:21]3[CH:25]=[CH:24][S:23][C:22]3=[NH:26])[CH2:16][CH2:15]2)=[O:13])[C:33]([CH3:35])([CH3:34])[CH3:36])=[O:37])=[CH:4][CH:3]=1. (5) Given the reactants S(Cl)(Cl)=O.[CH3:5][N:6]([CH3:9])C=O.[CH3:10][C:11]1[N:15]([C:16]2[CH:21]=[CH:20][C:19]([C:22]([F:25])([F:24])[F:23])=[CH:18][N:17]=2)[N:14]=[CH:13][C:12]=1[C:26]([OH:28])=O.[CH2:29]([N:31]([CH2:34][CH3:35])[CH2:32][CH3:33])[CH3:30].[OH2:36], predict the reaction product. The product is: [CH3:10][C:11]1[N:15]([C:16]2[CH:21]=[CH:20][C:19]([C:22]([F:23])([F:24])[F:25])=[CH:18][N:17]=2)[N:14]=[CH:13][C:12]=1[C:26]([NH:14][C:13]1[CH:5]=[N:6][C:9]([C:19]2[CH2:20][CH2:21][C@@H:29]([N:31]3[CH2:34][CH2:35][O:36][CH2:33][CH2:32]3)[CH2:30][CH:18]=2)=[C:11]([CH3:10])[CH:12]=1)=[O:28].